This data is from Full USPTO retrosynthesis dataset with 1.9M reactions from patents (1976-2016). The task is: Predict the reactants needed to synthesize the given product. (1) Given the product [CH2:26]([C@H:33]1[N:38]([C:39]([O:41][C:42]([CH3:45])([CH3:44])[CH3:43])=[O:40])[CH2:37][CH:36]=[C:35]([C:14]2[CH:15]=[CH:16][C:11]3[O:10][CH2:9][C:4]4=[N:5][NH:6][C:7](=[O:8])[C@@H:2]([CH3:1])[N:3]4[C:12]=3[CH:13]=2)[CH2:34]1)[C:27]1[CH:28]=[CH:29][CH:30]=[CH:31][CH:32]=1, predict the reactants needed to synthesize it. The reactants are: [CH3:1][C@@H:2]1[C:7](=[O:8])[NH:6][N:5]=[C:4]2[CH2:9][O:10][C:11]3[CH:16]=[CH:15][C:14](B4OC(C)(C)C(C)(C)O4)=[CH:13][C:12]=3[N:3]12.[CH2:26]([C@H:33]1[N:38]([C:39]([O:41][C:42]([CH3:45])([CH3:44])[CH3:43])=[O:40])[CH2:37][CH:36]=[C:35](OS(C(F)(F)F)(=O)=O)[CH2:34]1)[C:27]1[CH:32]=[CH:31][CH:30]=[CH:29][CH:28]=1.C([O-])([O-])=O.[K+].[K+]. (2) The reactants are: S(=O)(=O)(O)[O-].[K+].[C:7]([O:11][C:12]([NH:14][C@H:15]([C:19]1[CH:24]=[CH:23][C:22]([Cl:25])=[CH:21][CH:20]=1)[C:16]([O-:18])=[O:17])=[O:13])([CH3:10])([CH3:9])[CH3:8].[CH:26]1([NH2+]C2CCCCC2)CCCCC1.C[Si](C=[N+]=[N-])(C)C. Given the product [CH3:26][O:17][C:16](=[O:18])[C@H:15]([NH:14][C:12]([O:11][C:7]([CH3:10])([CH3:8])[CH3:9])=[O:13])[C:19]1[CH:24]=[CH:23][C:22]([Cl:25])=[CH:21][CH:20]=1, predict the reactants needed to synthesize it. (3) Given the product [CH3:1][O:2][C:3]1[CH:8]=[CH:7][C:6]([C:9]2[C:14]([C:15]3[CH:16]=[CH:17][C:18]([O:21][CH3:22])=[CH:19][CH:20]=3)=[N:13][N:12]([CH2:23][CH2:24][N:28]3[CH2:33][CH2:32][CH2:31][CH2:30][CH2:29]3)[C:11](=[O:26])[CH:10]=2)=[CH:5][CH:4]=1, predict the reactants needed to synthesize it. The reactants are: [CH3:1][O:2][C:3]1[CH:8]=[CH:7][C:6]([C:9]2[C:14]([C:15]3[CH:20]=[CH:19][C:18]([O:21][CH3:22])=[CH:17][CH:16]=3)=[N:13][N:12]([CH2:23][CH2:24]O)[C:11](=[O:26])[CH:10]=2)=[CH:5][CH:4]=1.[Cl-].[NH:28]1[CH2:33][CH2:32][CH2:31][CH2:30][CH2:29]1. (4) Given the product [Cl:47][C:48]1[CH:53]=[CH:52][CH:51]=[CH:50][C:49]=1[CH2:54][CH2:55][O:10][C:11]1[CH:12]=[N:13][N:14]([CH:18]([CH2:35][CH:36]2[CH2:40][CH2:39][CH2:38][CH2:37]2)[C:19]([NH:21][C:22]2[CH:26]=[CH:25][N:24]([CH2:27][C@@H:28]3[CH2:32][O:31][C:30]([CH3:34])([CH3:33])[O:29]3)[N:23]=2)=[O:20])[C:15](=[O:17])[CH:16]=1, predict the reactants needed to synthesize it. The reactants are: N1([O:10][C:11]2[CH:12]=[N:13][N:14]([CH:18]([CH2:35][CH:36]3[CH2:40][CH2:39][CH2:38][CH2:37]3)[C:19]([NH:21][C:22]3[CH:26]=[CH:25][N:24]([CH2:27][C@@H:28]4[CH2:32][O:31][C:30]([CH3:34])([CH3:33])[O:29]4)[N:23]=3)=[O:20])[C:15](=[O:17])[CH:16]=2)C2C=CC=CC=2N=N1.C(=O)([O-])[O-].[Cs+].[Cs+].[Cl:47][C:48]1[CH:53]=[CH:52][CH:51]=[CH:50][C:49]=1[CH2:54][CH2:55]O.